Dataset: Full USPTO retrosynthesis dataset with 1.9M reactions from patents (1976-2016). Task: Predict the reactants needed to synthesize the given product. (1) Given the product [C:23]([S:25][CH:6]1[CH2:7][N:8]([C:10]2[S:11][CH:12]=[C:13]([C:15]([N:17]3[CH2:18][CH2:19][CH2:20][CH2:21][CH2:22]3)=[O:16])[N:14]=2)[CH2:9]1)(=[O:26])[CH3:24], predict the reactants needed to synthesize it. The reactants are: CS(O[CH:6]1[CH2:9][N:8]([C:10]2[S:11][CH:12]=[C:13]([C:15]([N:17]3[CH2:22][CH2:21][CH2:20][CH2:19][CH2:18]3)=[O:16])[N:14]=2)[CH2:7]1)(=O)=O.[C:23]([O-:26])(=[S:25])[CH3:24].[K+]. (2) Given the product [Cl:15][C:9]1[C:10]([Cl:14])=[CH:11][CH:12]=[CH:13][C:8]=1[C:6]1[N:5]=[C:4]([NH2:16])[N:3]=[C:2]([NH:29][CH2:28][C:25]2[CH:24]=[CH:23][C:22]([C:20]3[N:19]=[N:18][S:17][CH:21]=3)=[CH:27][CH:26]=2)[CH:7]=1, predict the reactants needed to synthesize it. The reactants are: Cl[C:2]1[CH:7]=[C:6]([C:8]2[CH:13]=[CH:12][CH:11]=[C:10]([Cl:14])[C:9]=2[Cl:15])[N:5]=[C:4]([NH2:16])[N:3]=1.[S:17]1[CH:21]=[C:20]([C:22]2[CH:27]=[CH:26][C:25]([CH2:28][NH2:29])=[CH:24][CH:23]=2)[N:19]=[N:18]1.C(N(CC)CC)C.